Task: Predict the product of the given reaction.. Dataset: Forward reaction prediction with 1.9M reactions from USPTO patents (1976-2016) (1) Given the reactants [C:1]([C:3]1[CH:8]=[CH:7][C:6]([S:9]([NH:12][CH2:13][CH:14]([CH3:24])[CH2:15][NH:16]C(=O)OC(C)(C)C)(=[O:11])=[O:10])=[CH:5][CH:4]=1)#[N:2].C(O)(C(F)(F)F)=O, predict the reaction product. The product is: [NH2:16][CH2:15][CH:14]([CH3:24])[CH2:13][NH:12][S:9]([C:6]1[CH:5]=[CH:4][C:3]([C:1]#[N:2])=[CH:8][CH:7]=1)(=[O:11])=[O:10]. (2) Given the reactants [C:1]([C:5]1[CH:10]=[CH:9][C:8]([S:11]([N:14]2[C:18]3=[N:19][CH:20]=[C:21]([NH:23][NH:24]C(OC(C)(C)C)=O)[N:22]=[C:17]3[CH:16]=[CH:15]2)(=[O:13])=[O:12])=[CH:7][CH:6]=1)([CH3:4])([CH3:3])[CH3:2].C(C1C=CC(S(N2C3=NC=C(N(C(OC(C)(C)C)=O)N)N=C3C=C2)(=O)=O)=CC=1)(C)(C)C.Cl, predict the reaction product. The product is: [C:1]([C:5]1[CH:6]=[CH:7][C:8]([S:11]([N:14]2[C:18]3=[N:19][CH:20]=[C:21]([NH:23][NH2:24])[N:22]=[C:17]3[CH:16]=[CH:15]2)(=[O:13])=[O:12])=[CH:9][CH:10]=1)([CH3:4])([CH3:2])[CH3:3]. (3) Given the reactants [Si:1]([O:8][C@H:9]([C@H:17]([O:21][Si:22]([C:25]([CH3:28])([CH3:27])[CH3:26])([CH3:24])[CH3:23])/[CH:18]=[CH:19]/I)[CH2:10][CH2:11][CH2:12][C:13]([O:15][CH3:16])=[O:14])([C:4]([CH3:7])([CH3:6])[CH3:5])([CH3:3])[CH3:2].[Br:29][C:30]1[CH:35]=[CH:34][CH:33]=[CH:32][C:31]=1B(O)O.C(=O)([O-])[O-].[K+].[K+], predict the reaction product. The product is: [Br:29][C:30]1[CH:35]=[CH:34][CH:33]=[CH:32][C:31]=1/[CH:19]=[CH:18]/[C@@H:17]([O:21][Si:22]([C:25]([CH3:28])([CH3:27])[CH3:26])([CH3:24])[CH3:23])[C@@H:9]([O:8][Si:1]([C:4]([CH3:7])([CH3:6])[CH3:5])([CH3:3])[CH3:2])[CH2:10][CH2:11][CH2:12][C:13]([O:15][CH3:16])=[O:14]. (4) Given the reactants Br[C:2]1[CH:3]=[N:4][CH:5]=[C:6]([Br:8])[CH:7]=1.[C:9]1(=[O:15])[CH2:14][CH2:13][CH2:12][CH2:11][CH2:10]1, predict the reaction product. The product is: [Br:8][C:6]1[CH:7]=[C:2]([C:9]2([OH:15])[CH2:14][CH2:13][CH2:12][CH2:11][CH2:10]2)[CH:3]=[N:4][CH:5]=1. (5) Given the reactants [O:1]1[C:5]2[CH:6]=[CH:7][C:8]([O:10][C:11]3[CH:16]=[C:15]([CH3:17])[C:14]([C:18](=O)[CH2:19]Br)=[C:13]([CH3:22])[CH:12]=3)=[CH:9][C:4]=2[O:3][CH2:2]1.[NH2:23][C:24]([NH2:26])=[S:25], predict the reaction product. The product is: [O:1]1[C:5]2[CH:6]=[CH:7][C:8]([O:10][C:11]3[CH:16]=[C:15]([CH3:17])[C:14]([C:18]4[N:23]=[C:24]([NH2:26])[S:25][CH:19]=4)=[C:13]([CH3:22])[CH:12]=3)=[CH:9][C:4]=2[O:3][CH2:2]1. (6) Given the reactants C(=O)([O-])[O-].[K+].[K+].[I-].[K+].[CH3:9][CH2:10][CH2:11]Br.[CH2:13]([O:20][C:21]1[CH:28]=[CH:27][C:24]([CH:25]=[O:26])=[CH:23][C:22]=1[OH:29])[C:14]1[CH:19]=[CH:18][CH:17]=[CH:16][CH:15]=1, predict the reaction product. The product is: [CH2:13]([O:20][C:21]1[CH:28]=[CH:27][C:24]([CH:25]=[O:26])=[CH:23][C:22]=1[O:29][CH2:9][CH2:10][CH3:11])[C:14]1[CH:15]=[CH:16][CH:17]=[CH:18][CH:19]=1.